Dataset: Reaction yield outcomes from USPTO patents with 853,638 reactions. Task: Predict the reaction yield, written as a fraction of the theoretical maximum amount of product (1.0 means a 100% yield; for example, 0.34 means a 34% yield). The reactants are [F:1][C:2]1[CH:7]=[CH:6][C:5]([OH:8])=[CH:4][CH:3]=1.[Br:9][CH2:10][CH2:11][CH2:12]Br.C([O-])([O-])=O.[Cs+].[Cs+]. The catalyst is C(#N)C. The product is [F:1][C:2]1[CH:7]=[CH:6][C:5]([O:8][CH2:12][CH2:11][CH2:10][Br:9])=[CH:4][CH:3]=1. The yield is 0.147.